Predict the reaction yield, written as a fraction of the theoretical maximum amount of product (1.0 means a 100% yield; for example, 0.34 means a 34% yield). From a dataset of Reaction yield outcomes from USPTO patents with 853,638 reactions. (1) The reactants are Br[CH2:2][C:3]1[CH:10]=[CH:9][C:6]([C:7]#[N:8])=[CH:5][CH:4]=1.[F:11][C:12]1[CH:13]=[C:14]([OH:18])[CH:15]=[CH:16][CH:17]=1. The catalyst is CC(C)=O. The product is [F:11][C:12]1[CH:13]=[C:14]([CH:15]=[CH:16][CH:17]=1)[O:18][CH2:2][C:3]1[CH:10]=[CH:9][C:6]([C:7]#[N:8])=[CH:5][CH:4]=1. The yield is 0.870. (2) The reactants are [N+:1]([C:4]1[CH:9]=[CH:8][C:7]([S:10]([CH3:13])(=[NH:12])=[O:11])=[CH:6][CH:5]=1)([O-:3])=[O:2].C(N(CC)CC)C.[CH3:21][O:22][CH2:23][C:24](Cl)=[O:25]. The catalyst is ClCCl. The product is [N+:1]([C:4]1[CH:5]=[CH:6][C:7]([S:10]([CH3:13])(=[N:12][C:24](=[O:25])[CH2:23][O:22][CH3:21])=[O:11])=[CH:8][CH:9]=1)([O-:3])=[O:2]. The yield is 0.790. (3) The reactants are Br[CH2:2][CH2:3][CH2:4][O:5][C:6]1[CH:15]=[C:14]2[C:9]([C:10](=[O:24])[N:11]([CH2:16][O:17][C:18](=[O:23])[C:19]([CH3:22])([CH3:21])[CH3:20])[CH:12]=[N:13]2)=[CH:8][C:7]=1[O:25][CH3:26].[CH3:27][N:28]1[CH2:33][CH2:32][NH:31][CH2:30][CH2:29]1. No catalyst specified. The product is [CH3:27][N:28]1[CH2:33][CH2:32][N:31]([CH2:2][CH2:3][CH2:4][O:5][C:6]2[CH:15]=[C:14]3[C:9]([C:10](=[O:24])[N:11]([CH2:16][O:17][C:18](=[O:23])[C:19]([CH3:22])([CH3:21])[CH3:20])[CH:12]=[N:13]3)=[CH:8][C:7]=2[O:25][CH3:26])[CH2:30][CH2:29]1. The yield is 0.830. (4) The reactants are C[O:2][C:3](=O)[CH2:4][C:5]([NH:7][C:8]1[CH:13]=[CH:12][C:11]([O:14][CH2:15][C:16]2[CH:21]=[CH:20][C:19]([F:22])=[CH:18][CH:17]=2)=[CH:10][CH:9]=1)=[O:6].[OH-].[NH4+:25]. No catalyst specified. The product is [F:22][C:19]1[CH:20]=[CH:21][C:16]([CH2:15][O:14][C:11]2[CH:12]=[CH:13][C:8]([NH:7][C:5](=[O:6])[CH2:4][C:3]([NH2:25])=[O:2])=[CH:9][CH:10]=2)=[CH:17][CH:18]=1. The yield is 0.800. (5) The reactants are [CH3:1][C:2]1[N:7]=[C:6]([C:8]2[CH:13]=[CH:12][CH:11]=[C:10]([C:14]3[CH:15]=[C:16]([S:20](Cl)(=[O:22])=[O:21])[CH:17]=[CH:18][CH:19]=3)[N:9]=2)[CH:5]=[C:4]([C:24]2[CH:29]=[CH:28][C:27]([C:30]([F:33])([F:32])[F:31])=[CH:26][CH:25]=2)[CH:3]=1.[NH:34]1[CH2:39][CH2:38][CH:37]([O:40][C:41]2[N:46]=[CH:45][CH:44]=[CH:43][N:42]=2)[CH2:36][CH2:35]1. The catalyst is C1COCC1.CCOC(C)=O. The product is [CH3:1][C:2]1[N:7]=[C:6]([C:8]2[CH:13]=[CH:12][CH:11]=[C:10]([C:14]3[CH:19]=[CH:18][CH:17]=[C:16]([S:20]([N:34]4[CH2:35][CH2:36][CH:37]([O:40][C:41]5[N:42]=[CH:43][CH:44]=[CH:45][N:46]=5)[CH2:38][CH2:39]4)(=[O:22])=[O:21])[CH:15]=3)[N:9]=2)[CH:5]=[C:4]([C:24]2[CH:29]=[CH:28][C:27]([C:30]([F:33])([F:32])[F:31])=[CH:26][CH:25]=2)[CH:3]=1. The yield is 0.540.